Dataset: Full USPTO retrosynthesis dataset with 1.9M reactions from patents (1976-2016). Task: Predict the reactants needed to synthesize the given product. (1) Given the product [NH:30]1[CH2:29][CH:28]([S:27][C:24]2[CH:25]=[C:26]3[C:21](=[CH:22][C:23]=2[O:39][CH3:40])[N:20]=[CH:19][N:18]=[C:17]3[NH:16][C:11]2[CH:12]=[CH:13][C:14]([F:15])=[C:9]([Cl:8])[CH:10]=2)[CH2:31]1, predict the reactants needed to synthesize it. The reactants are: FC(F)(F)C([O-])=O.[Cl:8][C:9]1[CH:10]=[C:11]([N:16](CC2C=CC(OC)=C(OC)C=2)[C:17]2[C:26]3[C:21](=[CH:22][C:23]([O:39][CH3:40])=[C:24]([S:27][CH:28]4[CH2:31][N:30](C(OC(C)(C)C)=O)[CH2:29]4)[CH:25]=3)[N:20]=[CH:19][N:18]=2)[CH:12]=[CH:13][C:14]=1[F:15]. (2) Given the product [C:26]([N:25]1[CH2:28][CH2:30][CH:2]([NH:3][S:21]([C:14]2[C:15]3[C:20](=[CH:19][CH:18]=[CH:17][CH:16]=3)[C:11]([NH:10][C:8](=[O:9])[C:7]3[CH:6]=[CH:5][CH:4]=[N:3][C:2]=3[CH3:1])=[CH:12][CH:13]=2)(=[O:23])=[O:22])[CH2:7][CH2:6]1)(=[O:27])[CH2:12][CH2:11][CH3:20], predict the reactants needed to synthesize it. The reactants are: [CH3:1][C:2]1[C:7]([C:8]([NH:10][C:11]2[C:20]3[C:15](=[CH:16][CH:17]=[CH:18][CH:19]=3)[C:14]([S:21](Cl)(=[O:23])=[O:22])=[CH:13][CH:12]=2)=[O:9])=[CH:6][CH:5]=[CH:4][N:3]=1.[N:25]([CH:28]([CH3:30])C)=[C:26]=[O:27]. (3) Given the product [Si:17]([O:11][CH2:10][CH2:9][O:8][C:6]1[CH:5]=[CH:4][N:3]=[C:2]([Cl:1])[N:7]=1)([C:20]([CH3:23])([CH3:22])[CH3:21])([CH3:19])[CH3:18], predict the reactants needed to synthesize it. The reactants are: [Cl:1][C:2]1[N:7]=[C:6]([O:8][CH2:9][CH2:10][OH:11])[CH:5]=[CH:4][N:3]=1.N1C=CN=C1.[Si:17](Cl)([C:20]([CH3:23])([CH3:22])[CH3:21])([CH3:19])[CH3:18]. (4) Given the product [C@@H:25]1([N:27]2[CH:31]=[C:30]([C:32]#[C:33][CH3:34])[CH:29]=[C:28]2[CH:35]=[O:36])[O:26][C@H:22]([CH2:21][OH:20])[CH2:23][CH2:24]1, predict the reactants needed to synthesize it. The reactants are: C([O:20][CH2:21][C@H:22]1[O:26][C@@H:25]([N:27]2[CH:31]=[C:30]([C:32]#[C:33][CH3:34])[CH:29]=[C:28]2[CH:35]=[O:36])[CH2:24][CH2:23]1)(C1C=CC=CC=1)(C1C=CC=CC=1)C1C=CC=CC=1. (5) Given the product [CH3:1][N:2]([CH3:3])[CH2:4][C:5]([NH:35][CH:36]1[CH2:42][C:41]([CH3:44])([CH3:43])[C:40]2[CH:45]=[CH:46][C:47]([N+:49]([O-:51])=[O:50])=[CH:48][C:39]=2[NH:38][C:37]1=[O:52])=[O:7], predict the reactants needed to synthesize it. The reactants are: [CH3:1][N:2]([CH2:4][C:5]([OH:7])=O)[CH3:3].CCN=C=NCCCN(C)C.Cl.C1C=CC2N(O)N=NC=2C=1.CN(C=O)C.[NH2:35][CH:36]1[CH2:42][C:41]([CH3:44])([CH3:43])[C:40]2[CH:45]=[CH:46][C:47]([N+:49]([O-:51])=[O:50])=[CH:48][C:39]=2[NH:38][C:37]1=[O:52]. (6) Given the product [CH:11]1([C:8]2[NH:7][C:6](=[O:16])[C:5]([CH:2]([NH:1][C:27]([C:17]34[CH2:26][CH:21]5[CH2:20][CH:19]([CH2:25][CH:23]([CH2:22]5)[CH2:24]3)[CH2:18]4)=[O:28])[CH2:3][CH3:4])=[N:10][N:9]=2)[CH2:15][CH2:14][CH2:13][CH2:12]1, predict the reactants needed to synthesize it. The reactants are: [NH2:1][CH:2]([C:5]1[C:6](=[O:16])[NH:7][C:8]([CH:11]2[CH2:15][CH2:14][CH2:13][CH2:12]2)=[N:9][N:10]=1)[CH2:3][CH3:4].[C:17]12([C:27](Cl)=[O:28])[CH2:26][CH:21]3[CH2:22][CH:23]([CH2:25][CH:19]([CH2:20]3)[CH2:18]1)[CH2:24]2.